From a dataset of Full USPTO retrosynthesis dataset with 1.9M reactions from patents (1976-2016). Predict the reactants needed to synthesize the given product. (1) Given the product [Cl:10][C:4]1[C:3]([CH2:2][NH:11][CH2:12][CH:13]([CH:15]2[CH2:18][C:17]([F:20])([F:19])[CH2:16]2)[OH:14])=[CH:8][CH:7]=[C:6]([Cl:9])[N:5]=1, predict the reactants needed to synthesize it. The reactants are: Br[CH2:2][C:3]1[C:4]([Cl:10])=[N:5][C:6]([Cl:9])=[CH:7][CH:8]=1.[NH2:11][CH2:12][CH:13]([CH:15]1[CH2:18][C:17]([F:20])([F:19])[CH2:16]1)[OH:14].C(=O)([O-])[O-].[Cs+].[Cs+]. (2) Given the product [C:29]([C:2]1[N:3]=[CH:4][C:5]([CH2:21][CH2:22][C:23]([O:25][CH2:26][CH3:27])=[O:24])=[C:6]2[CH:10]=[CH:9][N:8]([S:11]([C:14]3[CH:19]=[CH:18][C:17]([CH3:20])=[CH:16][CH:15]=3)(=[O:13])=[O:12])[C:7]=12)#[N:30], predict the reactants needed to synthesize it. The reactants are: Cl[C:2]1[N:3]=[CH:4][C:5]([CH2:21][CH2:22][C:23]([O:25][CH2:26][CH3:27])=[O:24])=[C:6]2[CH:10]=[CH:9][N:8]([S:11]([C:14]3[CH:19]=[CH:18][C:17]([CH3:20])=[CH:16][CH:15]=3)(=[O:13])=[O:12])[C:7]=12.[Cu][C:29]#[N:30].[NH4+].[OH-]. (3) Given the product [F:1][C:2]1[CH:25]=[C:24]([F:26])[CH:23]=[CH:22][C:3]=1[CH2:4][NH:5][C:6]([C:8]1[C:9]([C:14]2[CH:19]=[CH:18][CH:17]=[CH:16][C:15]=2[CH2:20][NH:21][C:36](=[O:37])[CH2:35][C:32]2[CH:33]=[CH:34][C:29]([O:28][CH3:27])=[CH:30][CH:31]=2)=[CH:10][CH:11]=[CH:12][CH:13]=1)=[O:7], predict the reactants needed to synthesize it. The reactants are: [F:1][C:2]1[CH:25]=[C:24]([F:26])[CH:23]=[CH:22][C:3]=1[CH2:4][NH:5][C:6]([C:8]1[C:9]([C:14]2[CH:19]=[CH:18][CH:17]=[CH:16][C:15]=2[CH2:20][NH2:21])=[CH:10][CH:11]=[CH:12][CH:13]=1)=[O:7].[CH3:27][O:28][C:29]1[CH:34]=[CH:33][C:32]([CH2:35][C:36](Cl)=[O:37])=[CH:31][CH:30]=1. (4) Given the product [F:28][CH:26]([F:27])[C:17]1[CH:16]=[CH:15][N:14]=[C:13]2[C:12]([C:30]3[CH:35]=[N:34][C:33]([O:36][CH3:37])=[CH:32][CH:31]=3)=[C:11]([C:9]3[CH:8]=[CH:7][N:6]=[C:5]([NH:4][C:1](=[O:3])[CH3:2])[CH:10]=3)[NH:19][C:18]=12, predict the reactants needed to synthesize it. The reactants are: [C:1]([NH:4][C:5]1[CH:10]=[C:9]([C:11]#[C:12][C:13]2[C:18]([NH:19]C(=O)C(F)(F)F)=[C:17]([CH:26]([F:28])[F:27])[CH:16]=[CH:15][N:14]=2)[CH:8]=[CH:7][N:6]=1)(=[O:3])[CH3:2].Br[C:30]1[CH:31]=[CH:32][C:33]([O:36][CH3:37])=[N:34][CH:35]=1.C(O)(C(F)(F)F)=O.CCCCCCCCCCCCOS([O-])(=O)=O.[Na+].